From a dataset of Forward reaction prediction with 1.9M reactions from USPTO patents (1976-2016). Predict the product of the given reaction. (1) Given the reactants [Br:1][C:2]1[CH:9]=[CH:8][C:5]([CH2:6]Br)=[CH:4][CH:3]=1.[O:10]1[CH2:14][C:13](=[O:15])[NH:12][C:11]1=[O:16].CN(C)C(N(C)C)=N.C(OCC)(=O)C, predict the reaction product. The product is: [Br:1][C:2]1[CH:9]=[CH:8][C:5]([CH2:6][N:12]2[C:13](=[O:15])[CH2:14][O:10][C:11]2=[O:16])=[CH:4][CH:3]=1. (2) The product is: [F:31][C:18]1[C:19]2[N:20]([N:23]=[CH:24][C:25]=2[C:26]([OH:28])=[O:27])[CH:21]=[CH:22][C:17]=1[N:10]1[CH2:11][CH2:12][CH2:13][C@@H:9]1[C:7]1[CH:8]=[C:3]([F:2])[CH:4]=[CH:5][C:6]=1[O:14][CH3:15]. Given the reactants Cl.[F:2][C:3]1[CH:4]=[CH:5][C:6]([O:14][CH3:15])=[C:7]([C@H:9]2[CH2:13][CH2:12][CH2:11][NH:10]2)[CH:8]=1.Br[C:17]1[CH:22]=[CH:21][N:20]2[N:23]=[CH:24][C:25]([C:26]([O:28]CC)=[O:27])=[C:19]2[C:18]=1[F:31], predict the reaction product. (3) Given the reactants [CH2:1]([NH:3][C:4]([NH:6][C:7]1[N:12]=[CH:11][C:10]([C:13]2[CH:14]=[N:15][CH:16]=[C:17]([C:19]([O:21]CC)=O)[CH:18]=2)=[C:9]([C:24]2[S:25][CH:26]=[C:27]([C:29]3[CH:34]=[CH:33][CH:32]=[CH:31][N:30]=3)[N:28]=2)[CH:8]=1)=[O:5])[CH3:2].O.[NH2:36][NH2:37], predict the reaction product. The product is: [CH2:1]([NH:3][C:4]([NH:6][C:7]1[N:12]=[CH:11][C:10]([C:13]2[CH:14]=[N:15][CH:16]=[C:17]([C:19]([NH:36][NH2:37])=[O:21])[CH:18]=2)=[C:9]([C:24]2[S:25][CH:26]=[C:27]([C:29]3[CH:34]=[CH:33][CH:32]=[CH:31][N:30]=3)[N:28]=2)[CH:8]=1)=[O:5])[CH3:2]. (4) The product is: [CH2:15]([C:6]1[CH:7]=[C:2]([Cl:1])[CH:3]=[C:4]([O:9][CH3:10])[C:5]=1[OH:8])[CH:14]=[CH2:13]. Given the reactants [Cl:1][C:2]1[CH:7]=[CH:6][C:5]([OH:8])=[C:4]([O:9][CH3:10])[CH:3]=1.[H-].[Na+].[CH2:13](Br)[CH:14]=[CH2:15].C(OCC=C)C=C.C1(C)C=C(C)C=C(C)C=1, predict the reaction product.